From a dataset of Full USPTO retrosynthesis dataset with 1.9M reactions from patents (1976-2016). Predict the reactants needed to synthesize the given product. Given the product [Br:1][C:2]1[CH:3]=[CH:4][C:5]([Cl:21])=[C:6]([CH:8]([C:10]2[CH:15]=[CH:14][C:13]([O:16][CH2:17][CH3:18])=[C:12]([F:19])[C:11]=2[F:20])[OH:9])[CH:7]=1, predict the reactants needed to synthesize it. The reactants are: [Br:1][C:2]1[CH:3]=[CH:4][C:5]([Cl:21])=[C:6]([C:8]([C:10]2[CH:15]=[CH:14][C:13]([O:16][CH2:17][CH3:18])=[C:12]([F:19])[C:11]=2[F:20])=[O:9])[CH:7]=1.[BH4-].[K+].